From a dataset of Reaction yield outcomes from USPTO patents with 853,638 reactions. Predict the reaction yield, written as a fraction of the theoretical maximum amount of product (1.0 means a 100% yield; for example, 0.34 means a 34% yield). (1) The product is [C:1]1([C:20]2[CH:25]=[CH:24][CH:23]=[CH:22][CH:21]=2)[CH:6]=[CH:5][CH:4]=[C:3]([NH:7][C:8](=[O:19])[CH2:9][CH2:10][CH2:11][CH2:12][CH2:13][CH:14]=[O:15])[CH:2]=1. The catalyst is CC(C)=O.O. The yield is 0.890. The reactants are [C:1]1([C:20]2[CH:25]=[CH:24][CH:23]=[CH:22][CH:21]=2)[CH:6]=[CH:5][CH:4]=[C:3]([NH:7][C:8](=[O:19])[CH2:9][CH2:10][CH2:11][CH2:12][CH2:13][CH:14]2OCC[O:15]2)[CH:2]=1.CC1C=CC(S(O)(=O)=O)=CC=1.O. (2) The reactants are [NH2:1][CH:2]([CH2:18][C:19]1[CH:24]=[CH:23][C:22]([C:25]([F:28])([F:27])[F:26])=[CH:21][CH:20]=1)[CH:3]([C:5]1[CH:10]=[CH:9][C:8]([O:11][C:12]2[CH:17]=[CH:16][CH:15]=[CH:14][CH:13]=2)=[CH:7][CH:6]=1)[OH:4].[C:29]1([C:40](O)=[O:41])[CH:30]=[CH:31][CH:32]=[C:33]2[CH2:39][CH2:38][CH2:37][CH:36]=[CH:35][C:34]=12.Cl.C(N=C=NCCCN(C)C)C.ON1C2C=CC=CC=2N=N1. The catalyst is C(#N)C.O. The product is [OH:4][CH:3]([C:5]1[CH:6]=[CH:7][C:8]([O:11][C:12]2[CH:17]=[CH:16][CH:15]=[CH:14][CH:13]=2)=[CH:9][CH:10]=1)[CH:2]([NH:1][C:40]([C:29]1[CH:30]=[CH:31][CH:32]=[C:33]2[CH2:39][CH2:38][CH2:37][CH:36]=[CH:35][C:34]=12)=[O:41])[CH2:18][C:19]1[CH:20]=[CH:21][C:22]([C:25]([F:26])([F:27])[F:28])=[CH:23][CH:24]=1. The yield is 0.900. (3) The reactants are [CH3:1][N:2]1[C:10]2[C:5](=[CH:6][CH:7]=[CH:8][CH:9]=2)[CH:4]=[C:3]1[C:11]([OH:13])=O.[NH2:14][C@H:15]([C:19]([NH:21][CH:22]([CH:31]([OH:34])[CH2:32][F:33])[CH2:23][C:24]([O:26][C:27]([CH3:30])([CH3:29])[CH3:28])=[O:25])=[O:20])[CH:16]([CH3:18])[CH3:17].Cl.CN(C)CCCN=C=NCC. The catalyst is C(Cl)Cl.CN(C)C1C=CN=CC=1. The product is [CH3:1][N:2]1[C:10]2[C:5](=[CH:6][CH:7]=[CH:8][CH:9]=2)[CH:4]=[C:3]1[C:11]([NH:14][C@H:15]([C:19]([NH:21][CH:22]([CH:31]([OH:34])[CH2:32][F:33])[CH2:23][C:24]([O:26][C:27]([CH3:28])([CH3:29])[CH3:30])=[O:25])=[O:20])[CH:16]([CH3:17])[CH3:18])=[O:13]. The yield is 0.650. (4) The reactants are [CH2:1]([NH2:8])[C:2]1[CH:7]=[CH:6][CH:5]=[CH:4][CH:3]=1.C([O:12][C:13]1[CH:14]=[C:15]2[C:20](=[CH:21][C:22]=1[O:23][CH3:24])[N:19]=[CH:18][N:17]=[C:16]2Cl)(=O)C. The catalyst is CC(O)C. The product is [CH2:1]([NH:8][C:16]1[C:15]2[C:20](=[CH:21][C:22]([O:23][CH3:24])=[C:13]([OH:12])[CH:14]=2)[N:19]=[CH:18][N:17]=1)[C:2]1[CH:7]=[CH:6][CH:5]=[CH:4][CH:3]=1. The yield is 0.760. (5) The reactants are [CH2:1]([N:8]1[CH2:13][CH2:12][C:11](=[C:14]([C:28]2[CH:33]=[CH:32][CH:31]=[CH:30][C:29]=2[N+:34]([O-])=O)[C:15]2[CH:27]=[CH:26][C:18]([C:19]([N:21]([CH2:24][CH3:25])[CH2:22][CH3:23])=[O:20])=[CH:17][CH:16]=2)[CH2:10][CH2:9]1)[C:2]1[CH:7]=[CH:6][CH:5]=[CH:4][CH:3]=1.CCO.C1COCC1.O.[NH4+].[Cl-].C(O)(C(F)(F)F)=O. The catalyst is [Fe]. The product is [NH2:34][C:29]1[CH:30]=[CH:31][CH:32]=[CH:33][C:28]=1[C:14](=[C:11]1[CH2:12][CH2:13][N:8]([CH2:1][C:2]2[CH:7]=[CH:6][CH:5]=[CH:4][CH:3]=2)[CH2:9][CH2:10]1)[C:15]1[CH:27]=[CH:26][C:18]([C:19]([N:21]([CH2:24][CH3:25])[CH2:22][CH3:23])=[O:20])=[CH:17][CH:16]=1. The yield is 0.350. (6) The reactants are [CH3:1][O:2][C:3]1[CH:12]=[CH:11][C:10]2[NH:9][C:8](=[O:13])[C:7]3[S:14][CH:15]=[CH:16][C:6]=3[C:5]=2[C:4]=1[C:17]1[CH:32]=[CH:31][C:20]([CH2:21][CH2:22][NH:23][C:24](=[O:30])[O:25][C:26]([CH3:29])([CH3:28])[CH3:27])=[CH:19][CH:18]=1.C1C(=O)N([Cl:40])C(=O)C1. No catalyst specified. The product is [Cl:40][C:11]1[C:10]2[NH:9][C:8](=[O:13])[C:7]3[S:14][CH:15]=[CH:16][C:6]=3[C:5]=2[C:4]([C:17]2[CH:32]=[CH:31][C:20]([CH2:21][CH2:22][NH:23][C:24](=[O:30])[O:25][C:26]([CH3:28])([CH3:29])[CH3:27])=[CH:19][CH:18]=2)=[C:3]([O:2][CH3:1])[CH:12]=1. The yield is 0.380. (7) The reactants are [Cl:1][C:2]1[N:3]([CH3:17])[C:4]2[C:9]([C:10]=1[C:11]([NH:13][CH3:14])=[O:12])=[CH:8][CH:7]=[C:6]([O:15]C)[CH:5]=2.B(Br)(Br)Br.C(Cl)Cl. No catalyst specified. The product is [CH3:14][NH:13][C:11]([C:10]1[C:9]2[C:4](=[CH:5][C:6]([OH:15])=[CH:7][CH:8]=2)[N:3]([CH3:17])[C:2]=1[Cl:1])=[O:12]. The yield is 0.850. (8) The reactants are Cl.[C:2]1([CH3:10])[CH:7]=[CH:6][C:5]([NH:8][NH2:9])=[CH:4][CH:3]=1.C(N(CC)CC)C.[CH2:18](Br)[CH2:19][C:20]1[CH:25]=[CH:24][CH:23]=[CH:22][CH:21]=1. The catalyst is CCO. The product is [CH2:18]([N:8]([C:5]1[CH:6]=[CH:7][C:2]([CH3:10])=[CH:3][CH:4]=1)[NH2:9])[CH2:19][C:20]1[CH:25]=[CH:24][CH:23]=[CH:22][CH:21]=1. The yield is 0.260.